This data is from Forward reaction prediction with 1.9M reactions from USPTO patents (1976-2016). The task is: Predict the product of the given reaction. Given the reactants [CH2:1]([CH:8]1[CH2:13][CH2:12][N:11]([CH2:14][CH2:15][CH2:16][NH:17][C:18]([NH:20][C:21]2[CH:26]=[CH:25][CH:24]=[C:23]([C:27]#[N:28])[CH:22]=2)=[O:19])[CH2:10][CH2:9]1)[C:2]1[CH:7]=[CH:6][CH:5]=[CH:4][CH:3]=1.[Br:29][CH2:30][C:31]([O:33][CH3:34])=[O:32], predict the reaction product. The product is: [Br-:29].[CH2:1]([CH:8]1[CH2:9][CH2:10][N+:11]([CH2:30][C:31]([O:33][CH3:34])=[O:32])([CH2:14][CH2:15][CH2:16][NH:17][C:18]([NH:20][C:21]2[CH:26]=[CH:25][CH:24]=[C:23]([C:27]#[N:28])[CH:22]=2)=[O:19])[CH2:12][CH2:13]1)[C:2]1[CH:7]=[CH:6][CH:5]=[CH:4][CH:3]=1.